Dataset: Catalyst prediction with 721,799 reactions and 888 catalyst types from USPTO. Task: Predict which catalyst facilitates the given reaction. Reactant: [Cl:1][C:2]1[C:7]([S:8][CH3:9])=[C:6]([N:10]2[CH2:15][CH2:14][O:13][CH2:12][CH2:11]2)[N:5]=[C:4]([C:16]2[CH:21]=[CH:20][C:19]([NH2:22])=[CH:18][CH:17]=2)[N:3]=1.[CH3:23][S:24](Cl)(=[O:26])=[O:25]. Product: [Cl:1][C:2]1[C:7]([S:8][CH3:9])=[C:6]([N:10]2[CH2:15][CH2:14][O:13][CH2:12][CH2:11]2)[N:5]=[C:4]([C:16]2[CH:21]=[CH:20][C:19]([NH:22][S:24]([CH3:23])(=[O:26])=[O:25])=[CH:18][CH:17]=2)[N:3]=1. The catalyst class is: 2.